This data is from Reaction yield outcomes from USPTO patents with 853,638 reactions. The task is: Predict the reaction yield, written as a fraction of the theoretical maximum amount of product (1.0 means a 100% yield; for example, 0.34 means a 34% yield). (1) The reactants are O[CH:2]([C:11]1[CH:20]=[CH:19][C:14]2[B:15]([OH:18])[O:16][CH2:17][C:13]=2[CH:12]=1)[C:3]1[CH:10]=[CH:9][C:6]([C:7]#[N:8])=[CH:5][CH:4]=1.[SiH](CC)(CC)CC.[OH-].[Na+]. The catalyst is C(O)(C(F)(F)F)=O.C(Cl)Cl. The product is [OH:18][B:15]1[C:14]2[CH:19]=[CH:20][C:11]([CH2:2][C:3]3[CH:4]=[CH:5][C:6]([C:7]#[N:8])=[CH:9][CH:10]=3)=[CH:12][C:13]=2[CH2:17][O:16]1. The yield is 0.295. (2) The reactants are [F:1][C:2]([F:23])([F:22])[C:3]1[CH:4]=[C:5]([CH:8]=[CH:9][C:10]=1[O:11][C:12]1[CH:17]=[CH:16][CH:15]=[C:14]([C:18]([F:21])([F:20])[F:19])[CH:13]=1)[CH:6]=[O:7].[BH4-].[Na+]. The catalyst is CO. The product is [F:1][C:2]([F:22])([F:23])[C:3]1[CH:4]=[C:5]([CH2:6][OH:7])[CH:8]=[CH:9][C:10]=1[O:11][C:12]1[CH:17]=[CH:16][CH:15]=[C:14]([C:18]([F:19])([F:20])[F:21])[CH:13]=1. The yield is 0.830. (3) The reactants are [CH3:1][C:2]1[CH:3]=[CH:4][C:5]([N:12]([CH3:17])[S:13]([CH3:16])(=[O:15])=[O:14])=[C:6]([CH:11]=1)[C:7](OC)=[O:8].[H-].C([Al+]CC(C)C)C(C)C.C(OCC)(=O)C.CCCCCC. The catalyst is C(Cl)Cl.C1(C)C=CC=CC=1. The product is [OH:8][CH2:7][C:6]1[CH:11]=[C:2]([CH3:1])[CH:3]=[CH:4][C:5]=1[N:12]([CH3:17])[S:13]([CH3:16])(=[O:15])=[O:14]. The yield is 0.890.